This data is from Forward reaction prediction with 1.9M reactions from USPTO patents (1976-2016). The task is: Predict the product of the given reaction. (1) Given the reactants C(NC1C=CC(C2C=C3C(CN([C@@H](C(C)C)C(OC)=O)C3=O)=CC=2)=CC=1)(=O)C1C=CC=CC=1.[NH2:34][C:35]1[CH:40]=[CH:39][C:38]([C:41]2[CH:49]=[C:48]3[C:44]([CH2:45][N:46]([C@@H:51]([CH:56]([CH3:58])[CH3:57])[C:52]([O:54][CH3:55])=[O:53])[C:47]3=[O:50])=[CH:43][CH:42]=2)=[CH:37][CH:36]=1.[Cl:59][C:60]1[C:61]([F:69])=[C:62]([CH:66]=[CH:67][CH:68]=1)[C:63](Cl)=[O:64], predict the reaction product. The product is: [Cl:59][C:60]1[C:61]([F:69])=[C:62]([CH:66]=[CH:67][CH:68]=1)[C:63]([NH:34][C:35]1[CH:36]=[CH:37][C:38]([C:41]2[CH:49]=[C:48]3[C:44]([CH2:45][N:46]([C@@H:51]([CH:56]([CH3:58])[CH3:57])[C:52]([O:54][CH3:55])=[O:53])[C:47]3=[O:50])=[CH:43][CH:42]=2)=[CH:39][CH:40]=1)=[O:64]. (2) Given the reactants [CH3:1][O:2][C:3]1[CH:4]=[CH:5][C:6]([C:13]2[S:14][CH:15]=[CH:16][CH:17]=2)=[C:7]([CH:12]=1)[C:8](OC)=[O:9].[NH2:18][OH:19].O.[OH-].[K+], predict the reaction product. The product is: [OH:19][NH:18][C:8](=[O:9])[C:7]1[CH:12]=[C:3]([O:2][CH3:1])[CH:4]=[CH:5][C:6]=1[C:13]1[S:14][CH:15]=[CH:16][CH:17]=1. (3) Given the reactants [N:1]#[C:2]Br.[NH2:4][C:5]1[CH:6]=[C:7]([CH:12]=[CH:13][C:14]=1[NH2:15])[C:8]([O:10]C)=[O:9].N.Cl, predict the reaction product. The product is: [NH2:1][C:2]1[NH:15][C:14]2[CH:13]=[CH:12][C:7]([C:8]([OH:10])=[O:9])=[CH:6][C:5]=2[N:4]=1. (4) Given the reactants Cl[C:2]1[C:3](=[O:11])[N:4]([CH3:10])[N:5]=[C:6]([CH3:9])[C:7]=1Cl.[C:12](=[O:15])([O-])[O-].[K+].[K+].[F:18][C:19]([F:33])([F:32])[C:20]1[CH:25]=[CH:24][C:23]([C:26]2[CH:30]=[C:29]([CH3:31])[NH:28][N:27]=2)=[CH:22][CH:21]=1.C[O-].[Na+], predict the reaction product. The product is: [CH3:12][O:15][C:7]1[C:6]([CH3:9])=[N:5][N:4]([CH3:10])[C:3](=[O:11])[C:2]=1[N:28]1[C:29]([CH3:31])=[CH:30][C:26]([C:23]2[CH:22]=[CH:21][C:20]([C:19]([F:18])([F:32])[F:33])=[CH:25][CH:24]=2)=[N:27]1. (5) Given the reactants [F:1][C:2]1[C:3](OC)=[C:4]([C:8](=[C:18]([CH3:20])[CH3:19])[CH2:9][C:10]([OH:17])([C:13]([F:16])([F:15])[F:14])[CH:11]=O)[CH:5]=[CH:6][CH:7]=1.[NH2:23][C:24]1[CH:33]=[CH:32][C:31]([F:34])=[C:30]2[C:25]=1[CH:26]=[N:27][C:28]([CH3:35])=[N:29]2.[OH2:36].[C:37]1(C)C=CC=CC=1, predict the reaction product. The product is: [F:1][C:2]1[CH:3]=[C:4]([C:8](=[C:18]([CH3:20])[CH3:19])[CH2:9][C:10]([C:13]([F:16])([F:15])[F:14])([OH:17])[CH:11]=[N:23][C:24]2[CH:33]=[CH:32][C:31]([F:34])=[C:30]3[C:25]=2[CH:26]=[N:27][C:28]([CH3:35])=[N:29]3)[CH:5]=[CH:6][C:7]=1[O:36][CH3:37]. (6) Given the reactants [F:1][C:2]1[CH:7]=[C:6]([F:8])[CH:5]=[CH:4][C:3]=1[C:9]1[CH:10]=[C:11]([CH:15]=[C:16]([C:18]([OH:21])([CH3:20])[CH3:19])[N:17]=1)[C:12]([OH:14])=O.[O-:22][N+:23]1[C:28]([C:29]([F:32])([F:31])[F:30])=[CH:27][CH:26]=[C:25]([C@H:33]([NH2:35])[CH3:34])[CH:24]=1.CN(C(ON1N=NC2C=CC=NC1=2)=[N+](C)C)C.F[P-](F)(F)(F)(F)F.C(N(C(C)C)CC)(C)C.FC(F)(F)C(O)=O, predict the reaction product. The product is: [F:1][C:2]1[CH:7]=[C:6]([F:8])[CH:5]=[CH:4][C:3]=1[C:9]1[CH:10]=[C:11]([CH:15]=[C:16]([C:18]([OH:21])([CH3:20])[CH3:19])[N:17]=1)[C:12]([NH:35][C@@H:33]([C:25]1[CH:24]=[N+:23]([O-:22])[C:28]([C:29]([F:30])([F:31])[F:32])=[CH:27][CH:26]=1)[CH3:34])=[O:14].